This data is from Reaction yield outcomes from USPTO patents with 853,638 reactions. The task is: Predict the reaction yield, written as a fraction of the theoretical maximum amount of product (1.0 means a 100% yield; for example, 0.34 means a 34% yield). The yield is 0.430. The catalyst is CS(C)=O.C(Cl)Cl. The product is [C:1]([C:3]1[CH:4]=[CH:5][C:6]2[O:10][C:9]([C:11]3[CH:16]=[CH:15][C:14]([C:17]4([NH:21][C:22](=[O:28])[O:23][C:24]([CH3:27])([CH3:26])[CH3:25])[CH2:20][CH2:19][CH2:18]4)=[CH:13][CH:12]=3)=[C:8]([C:29]3[CH:34]=[CH:33][CH:32]=[CH:31][CH:30]=3)[C:7]=2[CH:35]=1)(=[O:37])[NH2:2]. The reactants are [C:1]([C:3]1[CH:4]=[CH:5][C:6]2[O:10][C:9]([C:11]3[CH:16]=[CH:15][C:14]([C:17]4([NH:21][C:22](=[O:28])[O:23][C:24]([CH3:27])([CH3:26])[CH3:25])[CH2:20][CH2:19][CH2:18]4)=[CH:13][CH:12]=3)=[C:8]([C:29]3[CH:34]=[CH:33][CH:32]=[CH:31][CH:30]=3)[C:7]=2[CH:35]=1)#[N:2].C(=O)([O-])[O-:37].[K+].[K+].OO.O.